Predict which catalyst facilitates the given reaction. From a dataset of Catalyst prediction with 721,799 reactions and 888 catalyst types from USPTO. (1) Reactant: [Cl:1][C:2]1[CH:7]=[CH:6][C:5]([NH:8][C:9](=[O:21])[CH2:10][CH2:11][CH2:12][C:13]2[CH:18]=[CH:17][C:16]([O:19]C)=[CH:15][CH:14]=2)=[CH:4][C:3]=1[C:22]([F:25])([F:24])[F:23].B(Br)(Br)Br.[NH4+].[OH-]. Product: [Cl:1][C:2]1[CH:7]=[CH:6][C:5]([NH:8][C:9](=[O:21])[CH2:10][CH2:11][CH2:12][C:13]2[CH:18]=[CH:17][C:16]([OH:19])=[CH:15][CH:14]=2)=[CH:4][C:3]=1[C:22]([F:23])([F:24])[F:25]. The catalyst class is: 2. (2) Reactant: [C:1]([Si:5]([CH3:13])([CH3:12])[O:6][CH2:7][C:8]#[C:9][CH2:10]O)([CH3:4])([CH3:3])[CH3:2].C1CCN2C(=[N:18]CCC2)CC1.C1C=CC(P(N=[N+]=[N-])(C2C=CC=CC=2)=O)=CC=1.C([O-])(O)=O.[Na+].C1(P(C2C=CC=CC=2)C2C=CC=CC=2)C=CC=CC=1.[N-]=[N+]=[N-]. Product: [Si:5]([O:6][CH2:7][C:8]#[C:9][CH2:10][NH2:18])([C:1]([CH3:4])([CH3:3])[CH3:2])([CH3:13])[CH3:12]. The catalyst class is: 1. (3) Reactant: [CH3:1][O:2][C:3](=[O:25])[C@H:4]([NH:17]C(OC(C)(C)C)=O)[CH2:5][CH2:6][CH2:7][C:8]([C:10]1[CH:15]=[CH:14][C:13]([Cl:16])=[CH:12][CH:11]=1)=O.C(OCC)(=O)C.Cl.C(=O)([O-])O.[Na+]. Product: [CH3:1][O:2][C:3]([C@H:4]1[CH2:5][CH2:6][CH2:7][C@@H:8]([C:10]2[CH:15]=[CH:14][C:13]([Cl:16])=[CH:12][CH:11]=2)[NH:17]1)=[O:25]. The catalyst class is: 13. (4) Reactant: [CH3:1][C:2]1[CH:19]=[CH:18][CH:17]=[CH:16][C:3]=1[C:4]([NH:6][CH2:7][C@@H:8]([C:10]1[CH:15]=[CH:14][CH:13]=[CH:12][CH:11]=1)[CH3:9])=O.[NH4+].[OH-]. Product: [CH3:9][C@@H:8]1[C:10]2[C:15](=[CH:14][CH:13]=[CH:12][CH:11]=2)[C:4]([C:3]2[CH:16]=[CH:17][CH:18]=[CH:19][C:2]=2[CH3:1])=[N:6][CH2:7]1. The catalyst class is: 4. (5) Reactant: Cl[C:2]1[N:3]=[C:4]([NH:11][C:12]2[NH:16][N:15]=[C:14]([CH:17]3[CH2:21][CH2:20][CH2:19][CH2:18]3)[CH:13]=2)[C:5]2[CH2:10][CH2:9][CH2:8][C:6]=2[N:7]=1.Cl.[CH2:23]([N:25]([CH2:33][CH3:34])[C:26]([CH:28]1[CH2:32][CH2:31][CH2:30][NH:29]1)=[O:27])[CH3:24].CC1(C)C2C(=C(P(C3C=CC=CC=3)C3C=CC=CC=3)C=CC=2)OC2C(P(C3C=CC=CC=3)C3C=CC=CC=3)=CC=CC1=2.C([O-])([O-])=O.[Cs+].[Cs+]. Product: [CH:17]1([C:14]2[CH:13]=[C:12]([NH:11][C:4]3[C:5]4[CH2:10][CH2:9][CH2:8][C:6]=4[N:7]=[C:2]([N:29]4[CH2:30][CH2:31][CH2:32][CH:28]4[C:26]([N:25]([CH2:33][CH3:34])[CH2:23][CH3:24])=[O:27])[N:3]=3)[NH:16][N:15]=2)[CH2:21][CH2:20][CH2:19][CH2:18]1. The catalyst class is: 333. (6) Reactant: C([O:3][P:4]([C:9]1[S:13][C:12]2[CH:14]=[CH:15][C:16]([CH2:18][C:19]3[CH:24]=[CH:23][C:22]([CH2:25][CH3:26])=[CH:21][CH:20]=3)=[CH:17][C:11]=2[CH:10]=1)(=[O:8])[O:5]CC)C.Br[Si](C)(C)C.CO. Product: [CH2:25]([C:22]1[CH:23]=[CH:24][C:19]([CH2:18][C:16]2[CH:15]=[CH:14][C:12]3[S:13][C:9]([P:4]([OH:5])(=[O:3])[OH:8])=[CH:10][C:11]=3[CH:17]=2)=[CH:20][CH:21]=1)[CH3:26]. The catalyst class is: 4. (7) Reactant: [Cl:1][C:2]1[CH:3]=[C:4]2[C:8](=[C:9]([C:12]([OH:14])=O)[C:10]=1[F:11])[NH:7][CH:6]=[CH:5]2.CN(C(ON1N=NC2C=CC=CC1=2)=[N+](C)C)C.[B-](F)(F)(F)F.C(N(CC)C(C)C)(C)C.[C:46]([C:50]1[CH:66]=[CH:65][C:53]([CH2:54][NH:55][CH2:56][CH2:57][C:58]2[CH:63]=[CH:62][C:61]([Cl:64])=[CH:60][CH:59]=2)=[CH:52][CH:51]=1)([CH3:49])([CH3:48])[CH3:47]. Product: [C:46]([C:50]1[CH:66]=[CH:65][C:53]([CH2:54][N:55]([CH2:56][CH2:57][C:58]2[CH:63]=[CH:62][C:61]([Cl:64])=[CH:60][CH:59]=2)[C:12]([C:9]2[C:10]([F:11])=[C:2]([Cl:1])[CH:3]=[C:4]3[C:8]=2[NH:7][CH:6]=[CH:5]3)=[O:14])=[CH:52][CH:51]=1)([CH3:49])([CH3:47])[CH3:48]. The catalyst class is: 18. (8) Reactant: C[O:2][C:3](=O)[CH2:4][N:5]([CH2:14][C:15]1[N:16]([CH2:20][C:21]2[CH:26]=[C:25]([Cl:27])[CH:24]=[C:23]([Cl:28])[CH:22]=2)[CH:17]=[CH:18][N:19]=1)[CH2:6][C:7]1[CH:12]=[CH:11][CH:10]=[C:9]([F:13])[CH:8]=1.[NH3:30]. Product: [Cl:28][C:23]1[CH:22]=[C:21]([CH:26]=[C:25]([Cl:27])[CH:24]=1)[CH2:20][N:16]1[CH:17]=[CH:18][N:19]=[C:15]1[CH2:14][N:5]([CH2:6][C:7]1[CH:12]=[CH:11][CH:10]=[C:9]([F:13])[CH:8]=1)[CH2:4][C:3]([NH2:30])=[O:2]. The catalyst class is: 5.